This data is from Forward reaction prediction with 1.9M reactions from USPTO patents (1976-2016). The task is: Predict the product of the given reaction. Given the reactants [F:1][C:2]1[CH:7]=[CH:6][C:5]([N:8]2[CH2:13][CH2:12][N:11]([S:14](/[CH:17]=[CH:18]/[C:19]#[C:20][CH2:21][C:22]3[CH:27]=[CH:26][CH:25]=[CH:24][CH:23]=3)(=[O:16])=[O:15])[CH2:10][CH2:9]2)=[CH:4][CH:3]=1.[NH2:28][OH:29], predict the reaction product. The product is: [F:1][C:2]1[CH:3]=[CH:4][C:5]([N:8]2[CH2:13][CH2:12][N:11]([S:14]([CH2:17][CH:18]([NH:28][OH:29])[C:19]#[C:20][CH2:21][C:22]3[CH:23]=[CH:24][CH:25]=[CH:26][CH:27]=3)(=[O:16])=[O:15])[CH2:10][CH2:9]2)=[CH:6][CH:7]=1.